This data is from Cav3 T-type calcium channel HTS with 100,875 compounds. The task is: Binary Classification. Given a drug SMILES string, predict its activity (active/inactive) in a high-throughput screening assay against a specified biological target. The compound is FC(F)(F)c1c(CN2CCN(CC2)Cc2ccc(cc2)C)cccc1. The result is 0 (inactive).